Dataset: Full USPTO retrosynthesis dataset with 1.9M reactions from patents (1976-2016). Task: Predict the reactants needed to synthesize the given product. (1) Given the product [Br:8][C:9]1[C:14]2[N:15]=[C:16]([NH:19][C:20]3[CH:21]=[CH:22][C:23]([N:26]4[CH2:31][CH2:30][NH:29][CH2:28][CH2:27]4)=[CH:24][CH:25]=3)[N:17]=[CH:18][C:13]=2[C:12](=[O:39])[N:11]([C:40]2[C:45]([Cl:46])=[CH:44][CH:43]=[CH:42][C:41]=2[Cl:47])[CH:10]=1, predict the reactants needed to synthesize it. The reactants are: C(O)(C(F)(F)F)=O.[Br:8][C:9]1[C:14]2[N:15]=[C:16]([NH:19][C:20]3[CH:25]=[CH:24][C:23]([N:26]4[CH2:31][CH2:30][N:29](C(OC(C)(C)C)=O)[CH2:28][CH2:27]4)=[CH:22][CH:21]=3)[N:17]=[CH:18][C:13]=2[C:12](=[O:39])[N:11]([C:40]2[C:45]([Cl:46])=[CH:44][CH:43]=[CH:42][C:41]=2[Cl:47])[CH:10]=1. (2) Given the product [Br:1][C:2]1[CH:7]=[CH:6][C:5]([CH:8]([N:38]2[CH2:39][CH2:40][C:34]3([O:33][CH2:32][C:31](=[O:41])[N:30]([CH:27]4[CH2:28][CH2:29]4)[CH2:35]3)[CH2:36][CH2:37]2)[C:9]([NH2:11])=[O:10])=[C:4]([F:13])[CH:3]=1, predict the reactants needed to synthesize it. The reactants are: [Br:1][C:2]1[CH:7]=[CH:6][C:5]([CH:8](O)[C:9]([NH2:11])=[O:10])=[C:4]([F:13])[CH:3]=1.C(N(CC)CC)C.CS(Cl)(=O)=O.Cl.[CH:27]1([N:30]2[CH2:35][C:34]3([CH2:40][CH2:39][NH:38][CH2:37][CH2:36]3)[O:33][CH2:32][C:31]2=[O:41])[CH2:29][CH2:28]1.